Dataset: CYP1A2 inhibition data for predicting drug metabolism from PubChem BioAssay. Task: Regression/Classification. Given a drug SMILES string, predict its absorption, distribution, metabolism, or excretion properties. Task type varies by dataset: regression for continuous measurements (e.g., permeability, clearance, half-life) or binary classification for categorical outcomes (e.g., BBB penetration, CYP inhibition). Dataset: cyp1a2_veith. (1) The compound is COC(=O)[C@@H]1[C@@H](O)CC[C@H]2CN3CCc4c([nH]c5ccccc45)[C@@H]3C[C@@H]12. The result is 0 (non-inhibitor). (2) The drug is CN(C)c1nc(C#N)nc(N2CCOCC2)n1. The result is 1 (inhibitor). (3) The result is 0 (non-inhibitor). The drug is NCCc1nc(-c2nc(C(=O)O)cs2)cs1. (4) The molecule is Cc1noc(C)c1C(=O)N1CCC2(CCCN(Cc3ccc(C#N)cc3)C2)CC1. The result is 0 (non-inhibitor). (5) The result is 1 (inhibitor). The compound is Clc1ccc(-c2cc3ccccc3[nH]2)cc1. (6) The molecule is COc1ccccc1OCCCCCc1c(C)n[nH]c1C. The result is 1 (inhibitor). (7) The drug is CCN(CC)S(=O)(=O)c1ccc(Cl)c(NC(=O)c2ccccc2C)c1. The result is 0 (non-inhibitor). (8) The compound is COc1ccc(OC)c(NC(=O)Cn2cccc2)c1. The result is 1 (inhibitor).